Task: Predict which catalyst facilitates the given reaction.. Dataset: Catalyst prediction with 721,799 reactions and 888 catalyst types from USPTO (1) Reactant: [Cl:1][C:2]1[CH:3]=[CH:4][C:5]([O:24][CH2:25][C:26]2[CH:31]=[CH:30][C:29]([F:32])=[CH:28][CH:27]=2)=[C:6]([C:8]2[N:9]([C:14]3[CH:15]=[C:16]([S:20]([NH2:23])(=[O:22])=[O:21])[CH:17]=[CH:18][CH:19]=3)[C:10]([CH3:13])=[CH:11][CH:12]=2)[CH:7]=1.[C:33](OC(=O)C)(=[O:35])[CH3:34].N1C=CC=CC=1.CN(C1C=CC=CN=1)C. Product: [Cl:1][C:2]1[CH:3]=[CH:4][C:5]([O:24][CH2:25][C:26]2[CH:27]=[CH:28][C:29]([F:32])=[CH:30][CH:31]=2)=[C:6]([C:8]2[N:9]([C:14]3[CH:15]=[C:16]([S:20]([NH:23][C:33](=[O:35])[CH3:34])(=[O:21])=[O:22])[CH:17]=[CH:18][CH:19]=3)[C:10]([CH3:13])=[CH:11][CH:12]=2)[CH:7]=1. The catalyst class is: 2. (2) Reactant: [CH3:1][O:2][C:3]([C:5]1([CH2:17][CH:18]=[CH2:19])[CH2:9][CH2:8][CH2:7][N:6]1[C:10]([O:12][C:13]([CH3:16])([CH3:15])[CH3:14])=[O:11])=[O:4].B.[O:21]1CCCC1.O.ClC(Cl)(Cl)C1N2CCCC2C(=O)O1. Product: [CH3:1][O:2][C:3]([C:5]1([CH2:17][CH2:18][CH2:19][OH:21])[CH2:9][CH2:8][CH2:7][N:6]1[C:10]([O:12][C:13]([CH3:14])([CH3:15])[CH3:16])=[O:11])=[O:4]. The catalyst class is: 7. (3) Reactant: [F:1][C:2]1[CH:7]=[CH:6][CH:5]=[C:4]([F:8])[C:3]=1[S:9](Cl)(=[O:11])=[O:10].[CH3:13][N:14]1[CH2:19][CH:18]=[C:17]([C:20]2[C:28]3[C:23](=[CH:24][CH:25]=[C:26]([OH:29])[CH:27]=3)[NH:22][CH:21]=2)[CH2:16][CH2:15]1.[OH-].[Na+]. Product: [CH3:13][N:14]1[CH2:15][CH:16]=[C:17]([C:20]2[C:28]3[C:23](=[CH:24][CH:25]=[C:26]([O:29][S:9]([C:3]4[C:4]([F:8])=[CH:5][CH:6]=[CH:7][C:2]=4[F:1])(=[O:11])=[O:10])[CH:27]=3)[NH:22][CH:21]=2)[CH2:18][CH2:19]1. The catalyst class is: 1. (4) Reactant: [F:1][C:2]1[CH:3]=[C:4]([CH:7]=[CH:8][C:9]=1[CH3:10])[C:5]#[N:6].[Br:11]N1C(=O)CCC1=O. Product: [Br:11][CH2:10][C:9]1[CH:8]=[CH:7][C:4]([C:5]#[N:6])=[CH:3][C:2]=1[F:1]. The catalyst class is: 855. (5) Reactant: Br[C:2]1[CH:7]=[CH:6][C:5]([C:8]([CH3:12])([CH3:11])[C:9]#[N:10])=[CH:4][C:3]=1[CH3:13].[CH2:14]([Li])CCC.CON(C)[C:22](=[O:24])[CH3:23]. Product: [C:22]([C:2]1[CH:7]=[CH:6][C:5]([C:8]([CH3:12])([CH3:11])[C:9]#[N:10])=[CH:4][C:3]=1[CH3:13])(=[O:24])[CH3:23].[C:22]([C:2]1[CH:3]=[CH:4][C:5]([C:8]([CH3:11])([CH3:12])[C:9]#[N:10])=[C:6]([CH3:14])[CH:7]=1)(=[O:24])[CH3:23]. The catalyst class is: 220. (6) Reactant: O[C:2]([C:12]1[CH:17]=[CH:16][C:15]([I:18])=[CH:14][CH:13]=1)([CH3:11])[CH2:3][NH:4][S:5]([CH:8]([CH3:10])[CH3:9])(=[O:7])=[O:6].CCN(S(F)(F)[F:25])CC. Product: [F:25][C:2]([C:12]1[CH:17]=[CH:16][C:15]([I:18])=[CH:14][CH:13]=1)([CH3:11])[CH2:3][NH:4][S:5]([CH:8]([CH3:10])[CH3:9])(=[O:7])=[O:6]. The catalyst class is: 2. (7) Reactant: [CH3:1][O:2][CH2:3][C:4]([NH:6][NH:7][C:8]1[N:17]=[C:16]([C:18]([F:21])([F:20])[F:19])[CH:15]=[CH:14][C:9]=1[C:10]([O:12][CH3:13])=[O:11])=O.C1(C)C=CC=CC=1.P(Cl)(Cl)(Cl)=O.C(=O)([O-])O.[Na+]. Product: [CH3:1][O:2][CH2:3][C:4]1[N:17]2[C:16]([C:18]([F:21])([F:20])[F:19])=[CH:15][CH:14]=[C:9]([C:10]([O:12][CH3:13])=[O:11])[C:8]2=[N:7][N:6]=1. The catalyst class is: 6. (8) Reactant: F[C:2]1[CH:9]=[CH:8][C:7](OC)=[CH:6][C:3]=1[C:4]#[N:5].[OH2:12].[NH2:13][NH2:14].[CH2:15](O)CCC. Product: [CH3:15][O:12][C:9]1[CH:2]=[C:3]2[C:6](=[CH:7][CH:8]=1)[NH:14][N:13]=[C:4]2[NH2:5]. The catalyst class is: 6.